This data is from Forward reaction prediction with 1.9M reactions from USPTO patents (1976-2016). The task is: Predict the product of the given reaction. (1) Given the reactants [C:1]([O:5][C:6]([N:8]1[CH2:13][CH2:12][CH:11](SC2C=CC(Cl)=C(Cl)C=2)[CH2:10][CH2:9]1)=[O:7])([CH3:4])([CH3:3])[CH3:2].[Cl:23][C:24]1[CH:29]=[CH:28][CH:27]=[C:26](C(OO)=O)[CH:25]=1.[S:34](S([O-])=O)([O-:37])(=O)=[O:35].[Na+].[Na+].[Cl:43]CCl, predict the reaction product. The product is: [C:1]([O:5][C:6]([N:8]1[CH2:13][CH2:12][CH:11]([S:34]([C:26]2[CH:27]=[CH:28][C:29]([Cl:43])=[C:24]([Cl:23])[CH:25]=2)(=[O:37])=[O:35])[CH2:10][CH2:9]1)=[O:7])([CH3:4])([CH3:2])[CH3:3]. (2) Given the reactants [CH3:1][C:2]1([CH3:34])[CH2:10][C:9]2[N:8]([C:11]3[CH:19]=[C:18]([NH:20][C@H:21]4[CH2:26][CH2:25][CH2:24][CH2:23][C@@H:22]4[OH:27])[C:14]([C:15]([NH2:17])=[O:16])=[C:13]([F:28])[CH:12]=3)[N:7]=[C:6]([C:29]([F:32])([F:31])[F:30])[C:5]=2[C:4](=[O:33])[CH2:3]1.Cl.CN(C)CCCN=C=NCC.[C:47]([O:51][C:52]([NH:54][CH2:55][C:56](O)=[O:57])=[O:53])([CH3:50])([CH3:49])[CH3:48], predict the reaction product. The product is: [C:47]([O:51][C:52]([NH:54][CH2:55][C:56]([O:27][C@H:22]1[CH2:23][CH2:24][CH2:25][CH2:26][C@@H:21]1[NH:20][C:18]1[CH:19]=[C:11]([N:8]2[C:9]3[CH2:10][C:2]([CH3:34])([CH3:1])[CH2:3][C:4](=[O:33])[C:5]=3[C:6]([C:29]([F:31])([F:32])[F:30])=[N:7]2)[CH:12]=[C:13]([F:28])[C:14]=1[C:15](=[O:16])[NH2:17])=[O:57])=[O:53])([CH3:50])([CH3:49])[CH3:48]. (3) Given the reactants [CH2:1]([CH:3]1[NH:7][C:6](=[O:8])[NH:5][C:4]1=[O:9])[CH3:2].[CH3:10]I, predict the reaction product. The product is: [CH2:1]([CH:3]1[NH:7][C:6](=[O:8])[N:5]([CH3:10])[C:4]1=[O:9])[CH3:2]. (4) Given the reactants [Cl:1][C:2]1[CH:10]=[CH:9][C:5]([C:6](O)=[O:7])=[C:4]([O:11][CH3:12])[CH:3]=1.C(Cl)(=O)C([Cl:16])=O, predict the reaction product. The product is: [Cl:1][C:2]1[CH:10]=[CH:9][C:5]([C:6]([Cl:16])=[O:7])=[C:4]([O:11][CH3:12])[CH:3]=1. (5) Given the reactants Cl.Cl.C(O[N:6]=[CH:7][C:8]1[CH:9]=[C:10]2[C:14](=[CH:15][CH:16]=1)[NH:13][N:12]=[C:11]2[C:17]1[CH:18]=[C:19]([C:23]([NH:25][C:26]2[CH:31]=[CH:30][C:29]([F:32])=[CH:28][CH:27]=2)=[O:24])[CH:20]=[CH:21][CH:22]=1)C.[NH2:33][NH:34][C:35](=O)[CH2:36][N:37]([CH3:39])[CH3:38].C[O-].[Na+].Cl, predict the reaction product. The product is: [CH3:38][N:37]([CH2:36][C:35]1[N:6]=[C:7]([C:8]2[CH:9]=[C:10]3[C:14](=[CH:15][CH:16]=2)[NH:13][N:12]=[C:11]3[C:17]2[CH:18]=[C:19]([C:23]([NH:25][C:26]3[CH:27]=[CH:28][C:29]([F:32])=[CH:30][CH:31]=3)=[O:24])[CH:20]=[CH:21][CH:22]=2)[NH:33][N:34]=1)[CH3:39]. (6) The product is: [Cl:2][C:1]([Cl:5])=[C:14]([C:8]1[CH:9]=[CH:10][C:11]([F:13])=[CH:12][C:7]=1[F:6])[C:15]([O:17][CH2:18][CH3:19])=[O:16]. Given the reactants [C:1]([Cl:5])(Cl)(Cl)[Cl:2].[F:6][C:7]1[CH:12]=[C:11]([F:13])[CH:10]=[CH:9][C:8]=1[C:14](=O)[C:15]([O:17][CH2:18][CH3:19])=[O:16].C1(P(C2C=CC=CC=2)C2C=CC=CC=2)C=CC=CC=1, predict the reaction product.